Dataset: Catalyst prediction with 721,799 reactions and 888 catalyst types from USPTO. Task: Predict which catalyst facilitates the given reaction. (1) Product: [CH3:28][C:29]1[CH:30]=[C:31]2[C:35](=[CH:36][CH:37]=1)[NH:34][CH:33]=[C:32]2[C:38]1[CH2:39][CH2:40][N:41]([CH2:12][CH:13]2[O:27][C:17]3=[C:18]4[C:23](=[CH:24][CH:25]=[C:16]3[O:15][CH2:14]2)[N:22]=[C:21]([CH3:26])[CH:20]=[CH:19]4)[CH2:42][CH:43]=1. The catalyst class is: 16. Reactant: CC1C=CC(S(O[CH2:12][C@@H:13]2[O:27][C:17]3=[C:18]4[C:23](=[CH:24][CH:25]=[C:16]3[O:15][CH2:14]2)[N:22]=[C:21]([CH3:26])[CH:20]=[CH:19]4)(=O)=O)=CC=1.[CH3:28][C:29]1[CH:30]=[C:31]2[C:35](=[CH:36][CH:37]=1)[NH:34][CH:33]=[C:32]2[C:38]1[CH2:39][CH2:40][NH:41][CH2:42][CH:43]=1. (2) Reactant: [F:1][C@H:2]1[CH2:19][C@@:17]2([CH3:18])[C@@H:13]([CH2:14][CH2:15][C:16]2=[O:20])[C@H:12]2[C@H:3]1[C@@H:4]1[C:9]([CH2:10][C@H:11]2[CH2:21][CH2:22][CH2:23][CH2:24][CH2:25]O)=[CH:8][C:7](=[O:27])[CH2:6][CH2:5]1.C1(P(C2C=CC=CC=2)C2C=CC=CC=2)C=CC=CC=1.C(Br)(Br)(Br)[Br:48]. Product: [Br:48][CH2:25][CH2:24][CH2:23][CH2:22][CH2:21][C@@H:11]1[CH2:10][C:9]2[C@H:4]([CH2:5][CH2:6][C:7](=[O:27])[CH:8]=2)[C@@H:3]2[C@@H:12]1[C@H:13]1[C@@:17]([CH2:19][C@@H:2]2[F:1])([CH3:18])[C:16](=[O:20])[CH2:15][CH2:14]1. The catalyst class is: 4. (3) Reactant: S(Cl)([Cl:3])=O.[F:5][C:6]1([F:17])[O:10][C:9]2[CH:11]=[CH:12][C:13]([CH2:15]O)=[CH:14][C:8]=2[O:7]1. Product: [Cl:3][CH2:15][C:13]1[CH:12]=[CH:11][C:9]2[O:10][C:6]([F:17])([F:5])[O:7][C:8]=2[CH:14]=1. The catalyst class is: 4. (4) Reactant: CS(C1C=CC(C2C=CC(OC[CH:19]3[CH2:24][CH2:23][N:22]([C:25]#[N:26])[CH2:21][CH2:20]3)=CC=2)=CC=1)(=O)=O.Cl.[NH2:28]O. Product: [N:22]1([C:25](=[NH:26])[NH2:28])[CH2:21][CH2:20][CH2:19][CH2:24][CH2:23]1. The catalyst class is: 8. (5) Reactant: [C:1]([O:5][C:6](=[O:36])[NH:7][C:8]([C:10]1[S:11][C:12]([S:34][CH3:35])=[C:13]([S:15]([C:18]2[CH:19]=[C:20]([C:24]3[C:29]([CH3:30])=[CH:28][C:27]([O:31][CH3:32])=[CH:26][C:25]=3[NH2:33])[CH:21]=[CH:22][CH:23]=2)(=[O:17])=[O:16])[CH:14]=1)=[NH:9])([CH3:4])([CH3:3])[CH3:2].[Br:37][CH2:38][C:39](Br)=[O:40].CCN(CC)CC.CCOC(C)=O. Product: [C:1]([O:5][C:6](=[O:36])[NH:7][C:8]([C:10]1[S:11][C:12]([S:34][CH3:35])=[C:13]([S:15]([C:18]2[CH:19]=[C:20]([C:24]3[C:25]([NH:33][C:39](=[O:40])[CH2:38][Br:37])=[CH:26][C:27]([O:31][CH3:32])=[CH:28][C:29]=3[CH3:30])[CH:21]=[CH:22][CH:23]=2)(=[O:16])=[O:17])[CH:14]=1)=[NH:9])([CH3:3])([CH3:4])[CH3:2]. The catalyst class is: 2. (6) Product: [CH2:1]([N:3]1[C:8]2[N:9]=[C:10]([NH:36][CH2:35][CH2:34][CH:31]3[CH2:32][CH2:33][N:28]([CH3:27])[CH2:29][CH2:30]3)[N:11]=[CH:12][C:7]=2[CH:6]=[C:5]([C:16]2[CH:17]=[CH:18][C:19]([S:22]([CH3:25])(=[O:23])=[O:24])=[CH:20][CH:21]=2)[C:4]1=[O:26])[CH3:2]. Reactant: [CH2:1]([N:3]1[C:8]2[N:9]=[C:10](S(C)=O)[N:11]=[CH:12][C:7]=2[CH:6]=[C:5]([C:16]2[CH:21]=[CH:20][C:19]([S:22]([CH3:25])(=[O:24])=[O:23])=[CH:18][CH:17]=2)[C:4]1=[O:26])[CH3:2].[CH3:27][N:28]1[CH2:33][CH2:32][CH:31]([CH2:34][CH2:35][NH2:36])[CH2:30][CH2:29]1.CCN(C(C)C)C(C)C. The catalyst class is: 76. (7) Reactant: [H][H].[CH2:3]([O:5][C:6]([O:8][CH2:9][CH2:10][CH2:11][C:12]([CH3:25])([CH3:24])[CH2:13][O:14][S:15]([CH2:18][CH2:19][CH2:20][N:21]=[N+]=[N-])(=[O:17])=[O:16])=[O:7])[CH3:4].[C:26]([OH:29])(=[O:28])[CH3:27]. Product: [C:26]([OH:29])(=[O:28])[CH3:27].[CH2:3]([O:5][C:6]([O:8][CH2:9][CH2:10][CH2:11][C:12]([CH3:24])([CH3:25])[CH2:13][O:14][S:15]([CH2:18][CH2:19][CH2:20][NH2:21])(=[O:16])=[O:17])=[O:7])[CH3:4]. The catalyst class is: 63. (8) Reactant: [Cl:1][CH2:2][C:3]1([C:16](OC)=[O:17])[CH2:8][CH2:7][N:6]([C:9]([O:11][C:12]([CH3:15])([CH3:14])[CH3:13])=[O:10])[CH2:5][CH2:4]1.[H-].[Al+3].[Li+].[H-].[H-].[H-]. Product: [Cl:1][CH2:2][C:3]1([CH2:16][OH:17])[CH2:8][CH2:7][N:6]([C:9]([O:11][C:12]([CH3:13])([CH3:14])[CH3:15])=[O:10])[CH2:5][CH2:4]1. The catalyst class is: 1. (9) Reactant: [Cl:1][C:2]1[CH:16]=[CH:15][C:5]([CH2:6][NH:7][C:8](=[O:14])[O:9][C:10]([CH3:13])([CH3:12])[CH3:11])=[CH:4][C:3]=1[N:17]=[C:18]=S.[NH2:20][C:21]1[C:22]([NH:37][CH3:38])=[CH:23][C:24]([O:32][CH2:33][CH:34]([F:36])[F:35])=[C:25]([CH:31]=1)[C:26]([O:28][CH2:29][CH3:30])=[O:27].CC(C)N=C=NC(C)C. Product: [CH2:29]([O:28][C:26]([C:25]1[C:24]([O:32][CH2:33][CH:34]([F:35])[F:36])=[CH:23][C:22]2[N:37]([CH3:38])[C:18]([NH:17][C:3]3[CH:4]=[C:5]([CH2:6][NH:7][C:8]([O:9][C:10]([CH3:13])([CH3:12])[CH3:11])=[O:14])[CH:15]=[CH:16][C:2]=3[Cl:1])=[N:20][C:21]=2[CH:31]=1)=[O:27])[CH3:30]. The catalyst class is: 3.